Dataset: Full USPTO retrosynthesis dataset with 1.9M reactions from patents (1976-2016). Task: Predict the reactants needed to synthesize the given product. (1) Given the product [Cl:1][C:2]1[N:7]=[C:6](/[CH:8]=[C:9](\[CH3:15])/[C:10]([NH:50][CH2:49][C:48]([F:52])([F:51])[F:47])=[O:12])[CH:5]=[N:4][CH:3]=1, predict the reactants needed to synthesize it. The reactants are: [Cl:1][C:2]1[N:7]=[C:6](/[CH:8]=[C:9](\[CH3:15])/[C:10]([O:12]CC)=O)[CH:5]=[N:4][CH:3]=1.[OH-].[Na+].Cl.F[P-](F)(F)(F)(F)F.N1(O[P+](N(C)C)(N(C)C)N(C)C)C2C=CC=CC=2N=N1.Cl.[F:47][C:48]([F:52])([F:51])[CH2:49][NH2:50].CCN(C(C)C)C(C)C. (2) Given the product [CH3:11][N:10]1[C:4]2[CH:3]=[C:2]([C:19]3[CH:18]=[N:17][C:16]([CH3:15])=[N:21][CH:20]=3)[N:7]=[CH:6][C:5]=2[C:8]([CH3:14])([CH3:13])[C:9]1=[O:12], predict the reactants needed to synthesize it. The reactants are: Cl[C:2]1[N:7]=[CH:6][C:5]2[C:8]([CH3:14])([CH3:13])[C:9](=[O:12])[N:10]([CH3:11])[C:4]=2[CH:3]=1.[CH3:15][C:16]1[N:21]=[CH:20][C:19](B(O)O)=[CH:18][N:17]=1.CC([O-])(C)C.[Na+].CC(C1C=C(C(C)C)C(C2C(P(C3CCCCC3)C3CCCCC3)=C(OC)C=CC=2OC)=C(C(C)C)C=1)C. (3) Given the product [CH:1]1([C:4]2[C:5]([O:19][C:20]3[CH:25]=[CH:24][C:23]([NH2:26])=[CH:22][C:21]=3[F:29])=[CH:6][C:7]3[C:11]([CH:12]=2)=[N:10][N:9]([CH:13]2[CH2:18][CH2:17][CH2:16][CH2:15][O:14]2)[CH:8]=3)[CH2:3][CH2:2]1, predict the reactants needed to synthesize it. The reactants are: [CH:1]1([C:4]2[C:5]([O:19][C:20]3[CH:25]=[CH:24][C:23]([N+:26]([O-])=O)=[CH:22][C:21]=3[F:29])=[CH:6][C:7]3[C:11]([CH:12]=2)=[N:10][N:9]([CH:13]2[CH2:18][CH2:17][CH2:16][CH2:15][O:14]2)[CH:8]=3)[CH2:3][CH2:2]1.CO.CN(C)N. (4) Given the product [CH3:31][C:26]1([CH3:32])[C:27]([CH3:30])([CH3:29])[O:28][B:24]([C:7]2[CH2:8][CH:9]3[N:14]([C:15]([O:17][C:18]([CH3:21])([CH3:20])[CH3:19])=[O:16])[CH:12]([CH2:11][CH2:10]3)[CH:13]=2)[O:25]1, predict the reactants needed to synthesize it. The reactants are: FC(F)(F)S(O[C:7]1[CH2:8][CH:9]2[N:14]([C:15]([O:17][C:18]([CH3:21])([CH3:20])[CH3:19])=[O:16])[CH:12]([CH:13]=1)[CH2:11][CH2:10]2)(=O)=O.[B:24]1([B:24]2[O:28][C:27]([CH3:30])([CH3:29])[C:26]([CH3:32])([CH3:31])[O:25]2)[O:28][C:27]([CH3:30])([CH3:29])[C:26]([CH3:32])([CH3:31])[O:25]1.CC([O-])=O.[K+].C(Cl)Cl. (5) Given the product [Cl:36][CH2:37][CH2:38][CH2:39][N:16]1[C:17]2[C:12](=[N:11][CH:10]=[C:9]([CH2:8][C:5]3[CH:6]=[CH:7][C:2]([F:1])=[CH:3][CH:4]=3)[CH:18]=2)[C:13]([OH:25])=[C:14]([C:20]([O:22][CH2:23][CH3:24])=[O:21])[C:15]1=[O:19], predict the reactants needed to synthesize it. The reactants are: [F:1][C:2]1[CH:7]=[CH:6][C:5]([CH2:8][C:9]2[CH:18]=[C:17]3[C:12]([C:13]([OH:25])=[C:14]([C:20]([O:22][CH2:23][CH3:24])=[O:21])[C:15](=[O:19])[NH:16]3)=[N:11][CH:10]=2)=[CH:4][CH:3]=1.C[Si]([N-][Si](C)(C)C)(C)C.[Li+].[Cl:36][CH2:37][CH2:38][CH2:39]I.Cl.